From a dataset of Full USPTO retrosynthesis dataset with 1.9M reactions from patents (1976-2016). Predict the reactants needed to synthesize the given product. (1) Given the product [NH:43]1[C:47]2[CH:48]=[CH:49][CH:50]=[CH:51][C:46]=2[N:45]=[C:44]1[CH2:52][N:53]([CH:58]1[C:67]2[N:66]=[CH:65][CH:64]=[CH:63][C:62]=2[CH2:61][CH2:60][CH2:59]1)[CH2:54][CH2:55][CH2:56][NH:57][C:7](=[O:9])[C:6]1[CH:10]=[C:2]([Br:1])[CH:3]=[N:4][CH:5]=1, predict the reactants needed to synthesize it. The reactants are: [Br:1][C:2]1[CH:3]=[N:4][CH:5]=[C:6]([CH:10]=1)[C:7]([OH:9])=O.O.ON1C2C=CC=CC=2N=N1.Cl.CN(C)CCCN=C=NCC.C(N(CC)C(C)C)(C)C.[NH:43]1[C:47]2[CH:48]=[CH:49][CH:50]=[CH:51][C:46]=2[N:45]=[C:44]1[CH2:52][N:53]([CH:58]1[C:67]2[N:66]=[CH:65][CH:64]=[CH:63][C:62]=2[CH2:61][CH2:60][CH2:59]1)[CH2:54][CH2:55][CH2:56][NH2:57]. (2) Given the product [C:1]1([C:13]2[CH:14]=[CH:15][CH:16]=[CH:17][CH:18]=2)[CH:6]=[CH:5][CH:4]=[C:3]([N:7]2[CH2:8][CH2:9][N:10]([C:29]([C:28]3[CH:32]=[CH:33][CH:34]=[C:26]([C:23]4[N:22]=[C:21]([C:20]([F:35])([F:19])[F:36])[O:25][N:24]=4)[CH:27]=3)=[O:30])[CH2:11][CH2:12]2)[CH:2]=1, predict the reactants needed to synthesize it. The reactants are: [C:1]1([C:13]2[CH:18]=[CH:17][CH:16]=[CH:15][CH:14]=2)[CH:6]=[CH:5][CH:4]=[C:3]([N:7]2[CH2:12][CH2:11][NH:10][CH2:9][CH2:8]2)[CH:2]=1.[F:19][C:20]([F:36])([F:35])[C:21]1[O:25][N:24]=[C:23]([C:26]2[CH:27]=[C:28]([CH:32]=[CH:33][CH:34]=2)[C:29](O)=[O:30])[N:22]=1.